Dataset: Catalyst prediction with 721,799 reactions and 888 catalyst types from USPTO. Task: Predict which catalyst facilitates the given reaction. (1) Reactant: [CH:1]1([CH2:4][N:5]2[C:9]3[CH:10]=[C:11]([C:16]([F:19])([F:18])[F:17])[CH:12]=[C:13]([CH:14]=[O:15])[C:8]=3[N:7]=[CH:6]2)[CH2:3][CH2:2]1.[CH3:20][Mg]Br.[Cl-].[NH4+]. Product: [CH:1]1([CH2:4][N:5]2[C:9]3[CH:10]=[C:11]([C:16]([F:18])([F:19])[F:17])[CH:12]=[C:13]([CH:14]([OH:15])[CH3:20])[C:8]=3[N:7]=[CH:6]2)[CH2:3][CH2:2]1. The catalyst class is: 7. (2) Reactant: [CH2:1]([O:3][C:4]1[CH:14]=[C:13]([CH2:15][C:16]([NH:18][C@H:19]([C:24]2[CH:29]=[CH:28][CH:27]=[CH:26][C:25]=2[N:30]2[CH2:35][CH2:34][CH2:33][CH2:32][CH2:31]2)[CH2:20][CH:21]([CH3:23])[CH3:22])=[O:17])[CH:12]=[CH:11][C:5]=1[C:6]([O:8]CC)=[O:7])[CH3:2].[OH-].[Na+].Cl. Product: [CH3:2][CH2:1][O:3][C:4]1[CH:14]=[C:13]([CH2:15][C:16]([NH:18][C@H:19]([C:24]2[CH:29]=[CH:28][CH:27]=[CH:26][C:25]=2[N:30]2[CH2:35][CH2:34][CH2:33][CH2:32][CH2:31]2)[CH2:20][CH:21]([CH3:23])[CH3:22])=[O:17])[CH:12]=[CH:11][C:5]=1[C:6]([OH:8])=[O:7]. The catalyst class is: 24. (3) Reactant: [F:1][C:2]1[CH:7]=[C:6]([F:8])[C:5]([F:9])=[CH:4][C:3]=1[S:10]([OH:12])=[O:11].[C:13](=O)([O-])[O-].[K+].[K+].CI.O. Product: [F:9][C:5]1[CH:4]=[C:3]([S:10]([CH3:13])(=[O:12])=[O:11])[C:2]([F:1])=[CH:7][C:6]=1[F:8]. The catalyst class is: 3. (4) Reactant: [Br:1]N1C(=O)CCC1=O.[Si:9]([O:16][CH:17]([CH:39]=[CH2:40])[CH2:18][N:19]1[C:23]2[N:24]=[CH:25][N:26]=[C:27]([NH2:28])[C:22]=2[C:21]([C:29]2[CH:30]=[N:31][C:32]3[C:37]([CH:38]=2)=[CH:36][CH:35]=[CH:34][CH:33]=3)=[CH:20]1)([C:12]([CH3:15])([CH3:14])[CH3:13])([CH3:11])[CH3:10].C(=O)(O)[O-].[Na+]. Product: [Br:1][C:20]1[N:19]([CH2:18][CH:17]([O:16][Si:9]([C:12]([CH3:13])([CH3:14])[CH3:15])([CH3:10])[CH3:11])[CH:39]=[CH2:40])[C:23]2[N:24]=[CH:25][N:26]=[C:27]([NH2:28])[C:22]=2[C:21]=1[C:29]1[CH:30]=[N:31][C:32]2[C:37]([CH:38]=1)=[CH:36][CH:35]=[CH:34][CH:33]=2. The catalyst class is: 3. (5) Reactant: [C:1]([CH2:14][C:15]([CH2:18][C:19]([CH2:22][CH2:23]I)([F:21])[F:20])([F:17])[F:16])([C:4]([C:7]([C:10]([F:13])([F:12])[F:11])([F:9])[F:8])([F:6])[F:5])([F:3])[F:2].CNC=[O:28].O. Product: [C:1]([CH2:14][C:15]([CH2:18][C:19]([CH2:22][CH2:23][OH:28])([F:21])[F:20])([F:17])[F:16])([C:4]([C:7]([C:10]([F:13])([F:12])[F:11])([F:9])[F:8])([F:6])[F:5])([F:3])[F:2]. The catalyst class is: 28.